Dataset: Catalyst prediction with 721,799 reactions and 888 catalyst types from USPTO. Task: Predict which catalyst facilitates the given reaction. (1) Product: [CH2:1]([O:8][C:9]1[CH:10]=[C:11]([CH2:15][S:16]([NH:25][CH2:24][C:23]2[CH:26]=[CH:27][C:28]([O:30][CH3:31])=[CH:29][C:22]=2[O:21][CH3:20])(=[O:18])=[O:17])[CH:12]=[CH:13][CH:14]=1)[C:2]1[CH:7]=[CH:6][CH:5]=[CH:4][CH:3]=1. The catalyst class is: 56. Reactant: [CH2:1]([O:8][C:9]1[CH:10]=[C:11]([CH2:15][S:16](Cl)(=[O:18])=[O:17])[CH:12]=[CH:13][CH:14]=1)[C:2]1[CH:7]=[CH:6][CH:5]=[CH:4][CH:3]=1.[CH3:20][O:21][C:22]1[CH:29]=[C:28]([O:30][CH3:31])[CH:27]=[CH:26][C:23]=1[CH2:24][NH2:25]. (2) Reactant: [K+].[N:2]1[CH:7]=[CH:6][C:5]([NH:8][C:9]2[C:17]3[C:12](=[CH:13][CH:14]=[CH:15][CH:16]=3)[NH:11][C:10]=2[C:18]([O-:20])=[O:19])=[CH:4][CH:3]=1.CN(C=O)C.Cl[CH2:27][N:28]([C:39]1[CH:44]=[CH:43][CH:42]=[CH:41][CH:40]=1)[S:29]([C:32]1[CH:37]=[CH:36][C:35]([CH3:38])=[CH:34][CH:33]=1)(=[O:31])=[O:30].O. Product: [C:39]1([N:28]([CH2:27][O:19][C:18]([C:10]2[NH:11][C:12]3[C:17]([C:9]=2[NH:8][C:5]2[CH:6]=[CH:7][N:2]=[CH:3][CH:4]=2)=[CH:16][CH:15]=[CH:14][CH:13]=3)=[O:20])[S:29]([C:32]2[CH:33]=[CH:34][C:35]([CH3:38])=[CH:36][CH:37]=2)(=[O:31])=[O:30])[CH:44]=[CH:43][CH:42]=[CH:41][CH:40]=1. The catalyst class is: 1.